Task: Regression. Given a peptide amino acid sequence and an MHC pseudo amino acid sequence, predict their binding affinity value. This is MHC class II binding data.. Dataset: Peptide-MHC class II binding affinity with 134,281 pairs from IEDB (1) The peptide sequence is LDYLRRMTVFLQGLM. The MHC is HLA-DPA10201-DPB10501 with pseudo-sequence HLA-DPA10201-DPB10501. The binding affinity (normalized) is 0.702. (2) The MHC is HLA-DQA10101-DQB10501 with pseudo-sequence HLA-DQA10101-DQB10501. The binding affinity (normalized) is 0.182. The peptide sequence is ALSRVHSMFLGTGGS. (3) The peptide sequence is EAKYWCPDSMEYNCP. The MHC is DRB3_0301 with pseudo-sequence DRB3_0301. The binding affinity (normalized) is 0.313. (4) The MHC is DRB5_0101 with pseudo-sequence DRB5_0101. The binding affinity (normalized) is 0. The peptide sequence is LDYKECEWPLTHTIG.